This data is from Full USPTO retrosynthesis dataset with 1.9M reactions from patents (1976-2016). The task is: Predict the reactants needed to synthesize the given product. Given the product [F:1][C@:2]1([C:18]([O:20][CH3:21])=[O:19])[CH2:6][CH2:5][CH2:4][C@H:3]1[NH:7][S:8]([C:11]1[CH:16]=[CH:15][C:14]([O:17][CH2:29][C:30]2[C:39]3[C:34](=[CH:35][CH:36]=[CH:37][CH:38]=3)[N:33]=[C:32]([CH3:40])[CH:31]=2)=[CH:13][CH:12]=1)(=[O:9])=[O:10], predict the reactants needed to synthesize it. The reactants are: [F:1][C@:2]1([C:18]([O:20][CH3:21])=[O:19])[CH2:6][CH2:5][CH2:4][C@H:3]1[NH:7][S:8]([C:11]1[CH:16]=[CH:15][C:14]([OH:17])=[CH:13][CH:12]=1)(=[O:10])=[O:9].C(=O)([O-])[O-].[Cs+].[Cs+].Cl[CH2:29][C:30]1[C:39]2[C:34](=[CH:35][CH:36]=[CH:37][CH:38]=2)[N:33]=[C:32]([CH3:40])[CH:31]=1.